From a dataset of Forward reaction prediction with 1.9M reactions from USPTO patents (1976-2016). Predict the product of the given reaction. (1) Given the reactants [C:1]([C:5]1[CH:10]=[C:9]([C:11]([CH3:14])([CH3:13])[CH3:12])[CH:8]=[CH:7][C:6]=1[OH:15])([CH3:4])([CH3:3])[CH3:2].[H-].[Na+].[CH3:18][O:19][CH2:20]Cl, predict the reaction product. The product is: [C:1]([C:5]1[CH:10]=[C:9]([C:11]([CH3:14])([CH3:13])[CH3:12])[CH:8]=[CH:7][C:6]=1[O:15][CH2:18][O:19][CH3:20])([CH3:4])([CH3:3])[CH3:2]. (2) Given the reactants ClC1[CH:3]=[C:4]([CH2:8][CH2:9]C(O)=O)[CH:5]=CC=1.[Cl:13][C:14]1[CH:15]=[C:16]([CH2:20][CH2:21][C:22]([C:24]2[C:30]([OH:31])=[CH:29][C:28]([OH:32])=[CH:27][C:25]=2[OH:26])=[O:23])[CH:17]=[CH:18][CH:19]=1, predict the reaction product. The product is: [OH:26][C:25]1[C:27]([CH2:14][CH2:15][CH:16]([CH3:20])[CH3:17])=[C:28]([OH:32])[C:29]([CH2:9][CH2:8][CH:4]([CH3:3])[CH3:5])([CH2:21][CH2:22][CH:24]([CH3:30])[CH3:25])[C:30](=[O:31])[C:24]=1[C:22](=[O:23])[CH2:21][CH2:20][C:16]1[CH:17]=[CH:18][CH:19]=[C:14]([Cl:13])[CH:15]=1.